Dataset: Full USPTO retrosynthesis dataset with 1.9M reactions from patents (1976-2016). Task: Predict the reactants needed to synthesize the given product. (1) Given the product [CH3:2][C:3]1[CH:11]=[CH:10][C:9]2[N:8]([CH2:28][CH2:27][C:24]3[CH:23]=[N:22][C:21]([C:20]([F:30])([F:19])[F:29])=[CH:26][CH:25]=3)[C:7]3[CH:12]4[CH2:13][CH2:14][N:15]([CH2:16][C:6]=3[C:5]=2[CH:4]=1)[CH2:17][CH2:18]4, predict the reactants needed to synthesize it. The reactants are: [Na].[CH3:2][C:3]1[CH:11]=[CH:10][C:9]2[NH:8][C:7]3[CH:12]4[CH2:18][CH2:17][N:15]([CH2:16][C:6]=3[C:5]=2[CH:4]=1)[CH2:14][CH2:13]4.[F:19][C:20]([F:30])([F:29])[C:21]1[CH:26]=[CH:25][C:24]([CH:27]=[CH2:28])=[CH:23][N:22]=1.C1(C=CC(O)=CC=1)O. (2) The reactants are: [Cl:1][C:2]1[CH:28]=[CH:27][C:5]([CH2:6][NH:7][C:8]([C:10]2[C:11]([OH:26])=[C:12]3[CH:18]=[C:17]([CH2:19][N:20]4[CH2:25][CH2:24][O:23][CH2:22][CH2:21]4)[S:16][C:13]3=[N:14][CH:15]=2)=[O:9])=[CH:4][CH:3]=1.C(=O)([O-])[O-].[K+].[K+].I[CH2:36][CH2:37][CH3:38].O. Given the product [Cl:1][C:2]1[CH:28]=[CH:27][C:5]([CH2:6][NH:7][C:8]([C:10]2[C:11](=[O:26])[C:12]3[CH:18]=[C:17]([CH2:19][N:20]4[CH2:21][CH2:22][O:23][CH2:24][CH2:25]4)[S:16][C:13]=3[N:14]([CH2:36][CH2:37][CH3:38])[CH:15]=2)=[O:9])=[CH:4][CH:3]=1, predict the reactants needed to synthesize it.